This data is from Forward reaction prediction with 1.9M reactions from USPTO patents (1976-2016). The task is: Predict the product of the given reaction. (1) Given the reactants ClC(Cl)(Cl)C([N:5]1[CH2:10][CH2:9][N:8]([C:11]2[CH:16]=[C:15]([S:17]([N:20]3[C:28]4[C:23](=[CH:24][CH:25]=[C:26]([F:29])[CH:27]=4)[C:22]([CH2:30][CH3:31])=[CH:21]3)(=[O:19])=[O:18])[CH:14]=[CH:13][C:12]=2[O:32][CH3:33])[CH2:7][CH2:6]1)=O.[OH-].[K+], predict the reaction product. The product is: [CH2:30]([C:22]1[C:23]2[C:28](=[CH:27][C:26]([F:29])=[CH:25][CH:24]=2)[N:20]([S:17]([C:15]2[CH:14]=[CH:13][C:12]([O:32][CH3:33])=[C:11]([N:8]3[CH2:7][CH2:6][NH:5][CH2:10][CH2:9]3)[CH:16]=2)(=[O:19])=[O:18])[CH:21]=1)[CH3:31]. (2) Given the reactants C([O:3][C:4](=[O:26])[C:5]1[CH:17]=[C:16]([C:18]([N:20]2[CH2:24][CH2:23][CH2:22][CH:21]2[CH3:25])=[O:19])[CH:15]=[C:7]([C:8]([N:10]([CH3:14])[CH2:11][CH2:12][CH3:13])=[O:9])[CH:6]=1)C.[OH-].[Li+].C1COCC1, predict the reaction product. The product is: [CH3:14][N:10]([CH2:11][CH2:12][CH3:13])[C:8](=[O:9])[C:7]1[CH:6]=[C:5]([CH:17]=[C:16]([C:18]([N:20]2[CH2:24][CH2:23][CH2:22][CH:21]2[CH3:25])=[O:19])[CH:15]=1)[C:4]([OH:26])=[O:3]. (3) The product is: [Cl:1][C:2]1[CH:3]=[CH:4][C:5]([N:8]([CH3:31])[S:9]([C:12]2[CH:13]=[C:14]([CH:28]=[CH:29][CH:30]=2)[C:15]([NH:17][C:18]2[CH:27]=[CH:26][C:21]([C:22]([OH:24])=[O:23])=[CH:20][N:19]=2)=[O:16])(=[O:10])=[O:11])=[CH:6][CH:7]=1. Given the reactants [Cl:1][C:2]1[CH:7]=[CH:6][C:5]([N:8]([CH3:31])[S:9]([C:12]2[CH:13]=[C:14]([CH:28]=[CH:29][CH:30]=2)[C:15]([NH:17][C:18]2[CH:27]=[CH:26][C:21]([C:22]([O:24]C)=[O:23])=[CH:20][N:19]=2)=[O:16])(=[O:11])=[O:10])=[CH:4][CH:3]=1.C([O-])([O-])=O.[K+].[K+], predict the reaction product. (4) Given the reactants Br[C:2]1[CH:7]=[CH:6][C:5]([CH:8]([CH3:28])[C:9]([C:15]2[C:16]([F:27])=[CH:17][C:18]3[O:23][CH2:22][C:21](=[O:24])[N:20]([CH3:25])[C:19]=3[CH:26]=2)([OH:14])[C:10]([F:13])([F:12])[F:11])=[C:4]([Cl:29])[CH:3]=1.[F:30][C:31]1[CH:32]=[C:33](B(O)O)[CH:34]=[CH:35][C:36]=1[C:37]([O:39][CH3:40])=[O:38], predict the reaction product. The product is: [CH3:40][O:39][C:37]([C:36]1[CH:35]=[CH:34][C:33]([C:2]2[CH:7]=[CH:6][C:5]([CH:8]([CH3:28])[C:9]([C:15]3[C:16]([F:27])=[CH:17][C:18]4[O:23][CH2:22][C:21](=[O:24])[N:20]([CH3:25])[C:19]=4[CH:26]=3)([OH:14])[C:10]([F:12])([F:11])[F:13])=[C:4]([Cl:29])[CH:3]=2)=[CH:32][C:31]=1[F:30])=[O:38]. (5) Given the reactants [CH3:1][C:2]1[N:6]=[C:5]([N:7]2[CH2:12][CH2:11][CH:10]([NH2:13])[CH2:9][CH2:8]2)[S:4][N:3]=1.Cl[C:15]1[N:20]=[C:19]([C:21]([OH:24])([CH3:23])[CH3:22])[CH:18]=[C:17]([C:25]2[CH:30]=[CH:29][C:28]([Cl:31])=[CH:27][CH:26]=2)[N:16]=1, predict the reaction product. The product is: [Cl:31][C:28]1[CH:27]=[CH:26][C:25]([C:17]2[N:16]=[C:15]([NH:13][CH:10]3[CH2:9][CH2:8][N:7]([C:5]4[S:4][N:3]=[C:2]([CH3:1])[N:6]=4)[CH2:12][CH2:11]3)[N:20]=[C:19]([C:21]([OH:24])([CH3:22])[CH3:23])[CH:18]=2)=[CH:30][CH:29]=1. (6) The product is: [CH3:13][CH:12]([C:9]1[CH:8]=[CH:7][C:6]([CH2:5][OH:4])=[CH:11][CH:10]=1)[CH2:14][CH2:15][CH2:16][CH2:17][CH2:18][CH2:19][CH2:20][CH2:21][CH3:22]. Given the reactants C([O:4][CH2:5][C:6]1[CH:11]=[CH:10][C:9]([CH:12]([CH2:14][CH2:15][CH2:16][CH2:17][CH2:18][CH2:19][CH2:20][CH2:21][CH3:22])[CH3:13])=[CH:8][CH:7]=1)(=O)C.[OH-].[K+], predict the reaction product. (7) Given the reactants [CH2:1]([O:8][C:9]([NH:11][C@@H:12]([CH2:16][CH:17]1[CH2:22][CH2:21][CH2:20][CH2:19][CH2:18]1)[C:13]([OH:15])=O)=[O:10])[C:2]1[CH:7]=[CH:6][CH:5]=[CH:4][CH:3]=1.Cl.CN(C)CCCN=C=NCC.O.ON1C2C=CC=CC=2N=N1.[CH2:46]([CH2:48][NH2:49])[OH:47], predict the reaction product. The product is: [CH2:1]([O:8][C:9](=[O:10])[NH:11][C@H:12]([C:13](=[O:15])[NH:49][CH2:48][CH2:46][OH:47])[CH2:16][CH:17]1[CH2:22][CH2:21][CH2:20][CH2:19][CH2:18]1)[C:2]1[CH:3]=[CH:4][CH:5]=[CH:6][CH:7]=1. (8) The product is: [F:44][C:21]([F:20])([F:43])[C:22]1[CH:23]=[CH:24][CH:25]=[C:26]2[C:30]=1[N:29]([CH2:2][C:3]1[O:7][C:6]([C:8]([F:11])([F:10])[F:9])=[CH:5][CH:4]=1)[C:28](=[O:31])[C:27]12[C:35]2=[CH:36][C:37]3[O:41][CH2:40][O:39][C:38]=3[CH:42]=[C:34]2[O:33][CH2:32]1. Given the reactants Br[CH2:2][C:3]1[O:7][C:6]([C:8]([F:11])([F:10])[F:9])=[CH:5][CH:4]=1.BrCC1CCCCO1.[F:20][C:21]([F:44])([F:43])[C:22]1[CH:23]=[CH:24][CH:25]=[C:26]2[C:30]=1[NH:29][C:28](=[O:31])[C:27]12[C:35]2=[CH:36][C:37]3[O:41][CH2:40][O:39][C:38]=3[CH:42]=[C:34]2[O:33][CH2:32]1, predict the reaction product.